This data is from Catalyst prediction with 721,799 reactions and 888 catalyst types from USPTO. The task is: Predict which catalyst facilitates the given reaction. Reactant: C(OC([NH:8][C@H:9]([CH2:33][C:34]1[CH:39]=[C:38]([F:40])[C:37]([F:41])=[CH:36][C:35]=1[F:42])[CH2:10][C:11]([N:13]1[CH2:19][CH2:18][CH2:17][NH:16][C:15](=[O:20])[C@H:14]1[CH2:21][C:22]1[CH:27]=[CH:26][C:25]([O:28][C:29]([F:32])([F:31])[F:30])=[CH:24][CH:23]=1)=[O:12])=O)(C)(C)C.[ClH:43]. Product: [ClH:43].[NH2:8][C@H:9]([CH2:33][C:34]1[CH:39]=[C:38]([F:40])[C:37]([F:41])=[CH:36][C:35]=1[F:42])[CH2:10][C:11]([N:13]1[CH2:19][CH2:18][CH2:17][NH:16][C:15](=[O:20])[C@H:14]1[CH2:21][C:22]1[CH:23]=[CH:24][C:25]([O:28][C:29]([F:30])([F:31])[F:32])=[CH:26][CH:27]=1)=[O:12]. The catalyst class is: 12.